Predict the product of the given reaction. From a dataset of Forward reaction prediction with 1.9M reactions from USPTO patents (1976-2016). (1) Given the reactants [C:1]([O-:4])(O)=O.[Na+].[CH:6]1[N:7]=[CH:8][N:9]2[C@@H:14]([C:15]3[CH:22]=[CH:21][C:18]([C:19]#[N:20])=[CH:17][CH:16]=3)[CH2:13][CH2:12]C[C:10]=12.C(OO)(C)(C)C, predict the reaction product. The product is: [O:4]=[C:1]1[CH2:12][CH2:13][C@H:14]([C:15]2[CH:22]=[CH:21][C:18]([C:19]#[N:20])=[CH:17][CH:16]=2)[N:9]2[CH:8]=[N:7][CH:6]=[C:10]12. (2) Given the reactants B(Br)(Br)Br.[I:5][C:6]1[CH:7]=[C:8]([CH:16]=[CH:17][C:18]=1[O:19]C)[CH2:9][C:10]1[CH:11]=[N:12][CH:13]=[CH:14][CH:15]=1, predict the reaction product. The product is: [I:5][C:6]1[CH:7]=[C:8]([CH2:9][C:10]2[CH:11]=[N:12][CH:13]=[CH:14][CH:15]=2)[CH:16]=[CH:17][C:18]=1[OH:19]. (3) Given the reactants [OH:1][CH2:2][C:3]1([CH3:31])[S:9][CH2:8][CH2:7][N:6]2[C:10]([C:13]3([C:16]4[CH:21]=[CH:20][C:19]([C:22]5[CH:30]=[CH:29][C:25]([C:26](N)=[O:27])=[CH:24][N:23]=5)=[CH:18][CH:17]=4)[CH2:15][CH2:14]3)=[N:11][N:12]=[C:5]2[CH2:4]1.[OH-:32].[K+].Cl, predict the reaction product. The product is: [OH:1][CH2:2][C:3]1([CH3:31])[S:9][CH2:8][CH2:7][N:6]2[C:10]([C:13]3([C:16]4[CH:21]=[CH:20][C:19]([C:22]5[CH:30]=[CH:29][C:25]([C:26]([OH:27])=[O:32])=[CH:24][N:23]=5)=[CH:18][CH:17]=4)[CH2:15][CH2:14]3)=[N:11][N:12]=[C:5]2[CH2:4]1. (4) Given the reactants [C:1]1([C:7]2[S:11][C:10]([NH:12][C:13]3[CH:18]=[CH:17][C:16](OCCN4CCCC4)=[CH:15][CH:14]=3)=[N:9][CH:8]=2)[CH:6]=[CH:5][CH:4]=[CH:3][CH:2]=1.[CH3:27][N:28]([CH2:30]C1C=C(NC(N)=S)C=CC=1)[CH3:29], predict the reaction product. The product is: [CH3:27][N:28]([CH2:30][C:17]1[CH:18]=[C:13]([NH:12][C:10]2[S:11][C:7]([C:1]3[CH:2]=[CH:3][CH:4]=[CH:5][CH:6]=3)=[CH:8][N:9]=2)[CH:14]=[CH:15][CH:16]=1)[CH3:29].